This data is from Reaction yield outcomes from USPTO patents with 853,638 reactions. The task is: Predict the reaction yield, written as a fraction of the theoretical maximum amount of product (1.0 means a 100% yield; for example, 0.34 means a 34% yield). (1) The yield is 0.990. The product is [C:1]([O:4][C@H:5]1[CH2:10][CH2:9][C@H:8]([C:11](=[O:29])[CH2:12][N:13]2[C:22]3[C:17](=[CH:18][N+:19]([O-:38])=[CH:20][CH:21]=3)[C:16]3[CH:23]=[C:24]([F:27])[CH:25]=[CH:26][C:15]=3[C:14]2=[O:28])[CH2:7][CH2:6]1)(=[O:3])[CH3:2]. The catalyst is ClCCl. The reactants are [C:1]([O:4][C@H:5]1[CH2:10][CH2:9][C@H:8]([C:11](=[O:29])[CH2:12][N:13]2[C:22]3[C:17](=[CH:18][N:19]=[CH:20][CH:21]=3)[C:16]3[CH:23]=[C:24]([F:27])[CH:25]=[CH:26][C:15]=3[C:14]2=[O:28])[CH2:7][CH2:6]1)(=[O:3])[CH3:2].ClC1C=CC=C(C(OO)=[O:38])C=1.[O-]S(S([O-])=O)=O.[Na+].[Na+].C([O-])(O)=O.[Na+]. (2) The reactants are [OH:1][C:2]1[CH:3]=[N:4][C:5]([N:8]2[CH2:13][CH2:12][N:11]([C:14]([O:16][C:17]([CH3:20])([CH3:19])[CH3:18])=[O:15])[CH2:10][CH2:9]2)=[N:6][CH:7]=1.Br[CH2:22][C:23]1[CH:28]=[CH:27][C:26]([S:29][C:30]([F:33])([F:32])[F:31])=[CH:25][CH:24]=1.C(=O)([O-])[O-].[Cs+].[Cs+]. The catalyst is CN(C=O)C. The product is [F:32][C:30]([F:31])([F:33])[S:29][C:26]1[CH:27]=[CH:28][C:23]([CH2:22][O:1][C:2]2[CH:7]=[N:6][C:5]([N:8]3[CH2:9][CH2:10][N:11]([C:14]([O:16][C:17]([CH3:20])([CH3:19])[CH3:18])=[O:15])[CH2:12][CH2:13]3)=[N:4][CH:3]=2)=[CH:24][CH:25]=1. The yield is 0.870. (3) The product is [CH2:23]1[C:24]2[C:29](=[CH:28][CH:27]=[CH:26][CH:25]=2)[CH2:30][CH2:31][N:22]1[CH2:21][C@@H:20]([OH:32])[CH2:19][NH:18][C:13](=[O:15])[C@@H:12]([O:11][C:9]1[CH:8]=[CH:7][CH:6]=[C:5]2[C:10]=1[N:1]=[CH:2][CH:3]=[CH:4]2)[CH3:17]. The reactants are [N:1]1[C:10]2[C:5](=[CH:6][CH:7]=[CH:8][C:9]=2[O:11][C@@H:12]([CH3:17])[C:13]([O:15]C)=O)[CH:4]=[CH:3][CH:2]=1.[NH2:18][CH2:19][C@H:20]([OH:32])[CH2:21][N:22]1[CH2:31][CH2:30][C:29]2[C:24](=[CH:25][CH:26]=[CH:27][CH:28]=2)[CH2:23]1. The yield is 0.280. The catalyst is CCO. (4) The reactants are [Cl:1][C:2]1[CH:3]=[C:4]([CH:8]2[C:12]([C:15]3[CH:20]=[CH:19][C:18]([Cl:21])=[CH:17][CH:16]=3)([C:13]#[N:14])[CH:11]([CH2:22][C:23]([CH3:26])([CH3:25])[CH3:24])[NH:10][CH:9]2[C:27](O)=[O:28])[CH:5]=[CH:6][CH:7]=1.[N:30]1[C:39]2[C:34](=[CH:35][CH:36]=[CH:37][CH:38]=2)[CH:33]=[C:32](NC)[CH:31]=1.[CH3:42][N:43](C(ON1N=NC2C=CC=NC1=2)=[N+](C)C)C.F[P-](F)(F)(F)(F)F.CCN(C(C)C)C(C)C. The catalyst is C(Cl)Cl. The product is [N:30]1[C:39]2[C:34](=[CH:35][CH:36]=[CH:37][CH:38]=2)[CH:33]=[C:32]([CH2:42][NH:43][C:27]([CH:9]2[CH:8]([C:4]3[CH:5]=[CH:6][CH:7]=[C:2]([Cl:1])[CH:3]=3)[C:12]([C:15]3[CH:20]=[CH:19][C:18]([Cl:21])=[CH:17][CH:16]=3)([C:13]#[N:14])[CH:11]([CH2:22][C:23]([CH3:24])([CH3:25])[CH3:26])[NH:10]2)=[O:28])[CH:31]=1. The yield is 0.475. (5) The reactants are [Br:1][C:2]1[CH:3]=[CH:4][C:5]([O:10][C:11]2[CH:16]=[CH:15][C:14]([Cl:17])=[C:13]([Cl:18])[CH:12]=2)=[C:6]([CH:9]=1)[CH:7]=O.[CH3:19][NH2:20].[BH4-].[Na+]. The catalyst is CO. The product is [Br:1][C:2]1[CH:3]=[CH:4][C:5]([O:10][C:11]2[CH:16]=[CH:15][C:14]([Cl:17])=[C:13]([Cl:18])[CH:12]=2)=[C:6]([CH:9]=1)[CH2:7][NH:20][CH3:19]. The yield is 0.970.